This data is from Forward reaction prediction with 1.9M reactions from USPTO patents (1976-2016). The task is: Predict the product of the given reaction. (1) Given the reactants [CH3:1][N:2]1[CH2:7][CH2:6][N:5]([C:8]([O:10][C@@H:11]2[N:20]([C:21]3[CH:22]=[CH:23][C:24]([Cl:27])=[CH:25][N:26]=3)[C:18](=[O:19])[C:13]3[N:14]=[CH:15][CH:16]=[N:17][C:12]2=3)=[O:9])[CH2:4][CH2:3]1.C(OCC)(=O)C.[C:34]([OH:44])(=[O:43])[C@@H:35]([C:37]1[CH:42]=[CH:41][CH:40]=[CH:39][CH:38]=1)[OH:36].CN1CCN(C(OC2N(C3C=CC(Cl)=CN=3)C(=O)C3N=CC=NC2=3)=O)CC1, predict the reaction product. The product is: [CH3:1][N:2]1[CH2:7][CH2:6][N:5]([C:8]([O:10][C@@H:11]2[N:20]([C:21]3[CH:22]=[CH:23][C:24]([Cl:27])=[CH:25][N:26]=3)[C:18](=[O:19])[C:13]3[N:14]=[CH:15][CH:16]=[N:17][C:12]2=3)=[O:9])[CH2:4][CH2:3]1.[C:34]([O-:44])(=[O:43])[C@@H:35]([C:37]1[CH:42]=[CH:41][CH:40]=[CH:39][CH:38]=1)[OH:36]. (2) Given the reactants [C:1]1([S:7](Cl)(=[O:9])=[O:8])[CH:6]=[CH:5][CH:4]=[CH:3][CH:2]=1.[NH2:11][C:12]1[CH:17]=[C:16]([O:18][CH2:19][CH2:20][C:21]2[CH:26]=[CH:25][C:24]([C:27]#[N:28])=[CH:23][CH:22]=2)[CH:15]=[CH:14][C:13]=1[CH3:29].C([O-])(O)=O.[Na+], predict the reaction product. The product is: [C:27]([C:24]1[CH:25]=[CH:26][C:21]([CH2:20][CH2:19][O:18][C:16]2[CH:15]=[CH:14][C:13]([CH3:29])=[C:12]([NH:11][S:7]([C:1]3[CH:6]=[CH:5][CH:4]=[CH:3][CH:2]=3)(=[O:9])=[O:8])[CH:17]=2)=[CH:22][CH:23]=1)#[N:28]. (3) The product is: [NH3:8].[NH2:34][CH2:6][C@H:7]1[CH2:12][N:11]([S:13]([C:16]2[S:17][CH:18]=[CH:19][CH:20]=2)(=[O:15])=[O:14])[CH2:10][CH2:9][N:8]1[C:21]1[CH:26]=[CH:25][C:24]([C:27]([OH:33])([CH3:32])[C:28]([F:30])([F:31])[F:29])=[CH:23][CH:22]=1. Given the reactants CS(O[CH2:6][C@H:7]1[CH2:12][N:11]([S:13]([C:16]2[S:17][CH:18]=[CH:19][CH:20]=2)(=[O:15])=[O:14])[CH2:10][CH2:9][N:8]1[C:21]1[CH:26]=[CH:25][C:24]([C:27]([OH:33])([CH3:32])[C:28]([F:31])([F:30])[F:29])=[CH:23][CH:22]=1)(=O)=O.[NH3:34].CO, predict the reaction product. (4) Given the reactants F[C:2](F)(F)[S:3]([O:6][Si](C)(C)C)(=O)=[O:4].N1[CH2:18][CH2:17][CH2:16][CH2:15][CH2:14]1.[N:19]1[C:24]([CH3:25])=[CH:23][CH:22]=[CH:21][C:20]=1[CH3:26].[C:27](=[O:30])([OH:29])[O-:28].[Na+].[CH2:32]([N:34]([CH2:37][CH3:38])[CH2:35][CH3:36])[CH3:33].C(Br)[C:40]1[CH:45]=[CH:44][CH:43]=[CH:42]C=1.[CH2:47]1[CH2:51][O:50]C[CH2:48]1, predict the reaction product. The product is: [CH:14]1[C:2]([S:3]([NH2:19])(=[O:6])=[O:4])=[CH:18][CH:17]=[CH:16][CH:15]=1.[C:51]([OH:50])(=[O:4])/[CH:47]=[CH:48]/[C:27]([OH:29])=[O:30].[C:33]1([CH2:32][N:34]2[CH2:37][CH2:38][CH:17]([CH2:18][CH2:25][C:24]3[C:23]4[CH:22]=[CH:21][CH:20]=[CH:26][C:27]=4[O:28][N:19]=3)[CH2:36][CH2:35]2)[CH:42]=[CH:43][CH:44]=[CH:45][CH:40]=1. (5) The product is: [N:1]1[CH:2]=[C:3]([S:10][C:11]2[CH:20]=[CH:19][C:14]3[N:15]=[C:16]([NH:18][C:30](=[O:31])[CH2:29][N:26]4[CH2:27][CH2:28][N:23]([CH3:22])[CH2:24][CH2:25]4)[S:17][C:13]=3[CH:12]=2)[N:4]2[CH:9]=[CH:8][CH:7]=[N:6][C:5]=12. Given the reactants [N:1]1[CH:2]=[C:3]([S:10][C:11]2[CH:20]=[CH:19][C:14]3[N:15]=[C:16]([NH2:18])[S:17][C:13]=3[CH:12]=2)[N:4]2[CH:9]=[CH:8][CH:7]=[N:6][C:5]=12.Cl.[CH3:22][N:23]1[CH2:28][CH2:27][N:26]([CH2:29][C:30](O)=[O:31])[CH2:25][CH2:24]1.Cl.CN(C)CCCN=C=NCC, predict the reaction product.